Dataset: Retrosynthesis with 50K atom-mapped reactions and 10 reaction types from USPTO. Task: Predict the reactants needed to synthesize the given product. (1) Given the product CCc1cc2c(N3CCN(C(=O)c4ccc(-c5ccccc5)cc4)CC3)nc(NC(=O)c3cccnc3)nc2s1, predict the reactants needed to synthesize it. The reactants are: CCc1cc2c(N3CCN(C(=O)c4ccc(-c5ccccc5)cc4)CC3)nc(N)nc2s1.O=C(O)c1cccnc1. (2) Given the product CSCCCOc1cc(F)c(Br)cc1F, predict the reactants needed to synthesize it. The reactants are: CSCCCO.Oc1cc(F)c(Br)cc1F. (3) Given the product Nc1cc(C(=O)Nc2ncc(Br)s2)ccc1Sc1ccc(O)cc1, predict the reactants needed to synthesize it. The reactants are: O=C(Nc1ncc(Br)s1)c1ccc(Sc2ccc(O)cc2)c([N+](=O)[O-])c1. (4) Given the product N#Cc1c(F)cccc1C(=O)c1cccc(Br)c1, predict the reactants needed to synthesize it. The reactants are: N#Cc1c(F)cccc1[Zn+].O=C(Cl)c1cccc(Br)c1. (5) Given the product CCC(CC)(c1ccc(OCC(=O)C(C)(C)C)c(C)c1)c1cc2cc(OC)ccc2s1, predict the reactants needed to synthesize it. The reactants are: CC(C)(C)C(=O)CBr.CCC(CC)(c1ccc(O)c(C)c1)c1cc2cc(OC)ccc2s1. (6) Given the product CC(C)(C)OC(=O)c1ccccc1-c1ccc(CCCO)cc1, predict the reactants needed to synthesize it. The reactants are: CC(C)(C)OC(=O)c1ccccc1I.CC1(C)OB(c2ccc(CCCO)cc2)OC1(C)C. (7) Given the product Cn1nc(N2CCCC2)nc1CCC(=O)O, predict the reactants needed to synthesize it. The reactants are: COC(=O)CCc1nc(N2CCCC2)nn1C.